From a dataset of Full USPTO retrosynthesis dataset with 1.9M reactions from patents (1976-2016). Predict the reactants needed to synthesize the given product. (1) The reactants are: C(O)=O.C(O)=O.[N:7]1([CH2:14][CH2:15][CH2:16][O:17][C:18]2[CH:23]=[CH:22][C:21]([CH2:24][CH2:25][CH2:26][CH2:27][N:28]3[CH2:32][CH2:31][CH2:30][C@@H:29]3[CH2:33][N:34]3[N:43]=[C:42]([CH2:44][C:45]4[CH:50]=[CH:49][C:48]([O:51]C)=[CH:47][CH:46]=4)[C:41]4[C:36](=[CH:37][CH:38]=[CH:39][CH:40]=4)[C:35]3=[O:53])=[CH:20][CH:19]=2)[CH2:13][CH2:12][CH2:11][CH2:10][CH2:9][CH2:8]1.B(Br)(Br)Br. Given the product [N:7]1([CH2:14][CH2:15][CH2:16][O:17][C:18]2[CH:23]=[CH:22][C:21]([CH2:24][CH2:25][CH2:26][CH2:27][N:28]3[CH2:32][CH2:31][CH2:30][C@@H:29]3[CH2:33][N:34]3[N:43]=[C:42]([CH2:44][C:45]4[CH:46]=[CH:47][C:48]([OH:51])=[CH:49][CH:50]=4)[C:41]4[C:36](=[CH:37][CH:38]=[CH:39][CH:40]=4)[C:35]3=[O:53])=[CH:20][CH:19]=2)[CH2:8][CH2:9][CH2:10][CH2:11][CH2:12][CH2:13]1, predict the reactants needed to synthesize it. (2) Given the product [CH:1]1([N:5]2[CH2:11][CH2:10][C:9]3[S:12][C:13]([C:15]4[CH:20]=[N:19][CH:18]=[N:17][CH:16]=4)=[N:14][C:8]=3[CH2:7][CH2:6]2)[CH2:2][CH2:3][CH2:4]1, predict the reactants needed to synthesize it. The reactants are: [CH:1]1([N:5]2[CH2:11][CH2:10][C:9]3[S:12][C:13]([C:15]4[CH:16]=[N:17][C:18](C#N)=[N:19][CH:20]=4)=[N:14][C:8]=3[CH2:7][CH2:6]2)[CH2:4][CH2:3][CH2:2]1.S(=O)(=O)(O)O. (3) The reactants are: [OH-].[Li+].[CH:3]([C:6]1[CH:7]=[C:8]2[C:16](=[CH:17][CH:18]=1)[N:15]([CH:19]([C:22]1[CH:27]=[CH:26][C:25]([C:28]([F:31])([F:30])[F:29])=[CH:24][CH:23]=1)[CH2:20][CH3:21])[C:14]1[CH:13]([CH2:32][C:33]([O:35]CC)=[O:34])[CH2:12][CH2:11][C:10]([CH3:39])([CH3:38])[C:9]2=1)([CH3:5])[CH3:4]. Given the product [CH:3]([C:6]1[CH:7]=[C:8]2[C:16](=[CH:17][CH:18]=1)[N:15]([CH:19]([C:22]1[CH:27]=[CH:26][C:25]([C:28]([F:31])([F:30])[F:29])=[CH:24][CH:23]=1)[CH2:20][CH3:21])[C:14]1[CH:13]([CH2:32][C:33]([OH:35])=[O:34])[CH2:12][CH2:11][C:10]([CH3:39])([CH3:38])[C:9]2=1)([CH3:5])[CH3:4], predict the reactants needed to synthesize it. (4) Given the product [CH3:1][O:2][C:3]1[CH:8]=[CH:7][C:6]([C:9]([C:36]2[CH:41]=[CH:40][C:39]([O:42][CH3:43])=[CH:38][CH:37]=2)([C:30]2[CH:35]=[CH:34][CH:33]=[CH:32][CH:31]=2)[NH:10][C:11]2[O:12][C@H:13]([C:26]([F:29])([F:28])[F:27])[CH2:14][C@:15]([C:18]3[CH:23]=[C:22]([C:48]#[C:49][C:50]4[CH:51]=[N:52][CH:53]=[CH:54][CH:55]=4)[CH:21]=[CH:20][C:19]=3[F:25])([CH3:17])[N:16]=2)=[CH:5][CH:4]=1, predict the reactants needed to synthesize it. The reactants are: [CH3:1][O:2][C:3]1[CH:8]=[CH:7][C:6]([C:9]([C:36]2[CH:41]=[CH:40][C:39]([O:42][CH3:43])=[CH:38][CH:37]=2)([C:30]2[CH:35]=[CH:34][CH:33]=[CH:32][CH:31]=2)[NH:10][C:11]2[O:12][C@H:13]([C:26]([F:29])([F:28])[F:27])[CH2:14][C@:15]([C:18]3[CH:23]=[C:22](I)[CH:21]=[CH:20][C:19]=3[F:25])([CH3:17])[N:16]=2)=[CH:5][CH:4]=1.C[Si]([C:48]#[C:49][C:50]1[CH:51]=[N:52][CH:53]=[CH:54][CH:55]=1)(C)C. (5) Given the product [O:1]1[CH2:6][CH2:5][CH2:4][CH2:3][CH:2]1[N:7]1[CH:11]=[CH:10][CH:9]=[N:8]1.[O:1]1[CH2:6][CH2:5][CH2:4][CH2:3][CH:2]1[N:7]1[C:11]([B:12]([OH:17])[OH:13])=[CH:10][CH:9]=[N:8]1, predict the reactants needed to synthesize it. The reactants are: [O:1]1[CH2:6][CH2:5][CH2:4][CH2:3][CH:2]1[N:7]1[CH:11]=[CH:10][CH:9]=[N:8]1.[B:12](OC(C)C)([O:17]C(C)C)[O:13]C(C)C.Cl. (6) Given the product [Cl:58][C:54]1[N:53]=[C:52]([NH:51][C:15]([C@@H:14]2[CH2:13][CH2:12][N:11]([C:18]([O:20][CH2:21][C:22]3[CH:23]=[CH:24][CH:25]=[CH:26][CH:27]=3)=[O:19])[N:10]2[C:8](=[O:9])[C@@H:7]([CH2:28][N:29]([CH:38]=[O:39])[O:30][CH2:31][C:32]2[CH:33]=[CH:34][CH:35]=[CH:36][CH:37]=2)[CH2:6][CH:1]2[CH2:2][CH2:3][CH2:4][CH2:5]2)=[O:17])[CH:57]=[CH:56][CH:55]=1, predict the reactants needed to synthesize it. The reactants are: [CH:1]1([CH2:6][C@H:7]([CH2:28][N:29]([CH:38]=[O:39])[O:30][CH2:31][C:32]2[CH:37]=[CH:36][CH:35]=[CH:34][CH:33]=2)[C:8]([N:10]2[CH:14]([C:15]([OH:17])=O)[CH2:13][CH2:12][N:11]2[C:18]([O:20][CH2:21][C:22]2[CH:27]=[CH:26][CH:25]=[CH:24][CH:23]=2)=[O:19])=[O:9])[CH2:5][CH2:4][CH2:3][CH2:2]1.CN1C=CN=C1.S(Cl)(C)(=O)=O.[NH2:51][C:52]1[CH:57]=[CH:56][CH:55]=[C:54]([Cl:58])[N:53]=1.